Dataset: Reaction yield outcomes from USPTO patents with 853,638 reactions. Task: Predict the reaction yield, written as a fraction of the theoretical maximum amount of product (1.0 means a 100% yield; for example, 0.34 means a 34% yield). The reactants are [C:1]1([C:7]2[C:8]3[C:13]([CH:14]=[C:15]4[C:20]=2[CH:19]=[CH:18][CH:17]=[CH:16]4)=[CH:12][CH:11]=[CH:10][CH:9]=3)[CH:6]=[CH:5][CH:4]=[CH:3][CH:2]=1.[Br:21]Br.S([O-])([O-])(=O)=S.[Na+].[Na+]. The catalyst is C(Cl)(Cl)(Cl)Cl. The product is [Br:21][C:14]1[C:13]2[C:8](=[CH:9][CH:10]=[CH:11][CH:12]=2)[C:7]([C:1]2[CH:2]=[CH:3][CH:4]=[CH:5][CH:6]=2)=[C:20]2[C:15]=1[CH:16]=[CH:17][CH:18]=[CH:19]2. The yield is 0.890.